From a dataset of Catalyst prediction with 721,799 reactions and 888 catalyst types from USPTO. Predict which catalyst facilitates the given reaction. (1) Reactant: [F:1][C:2]1[C:11]2[C:6](=[CH:7][CH:8]=[CH:9][CH:10]=2)[C:5]([C@H:12]([NH:14][C:15](=O)[CH2:16][CH2:17][C@H:18]2[CH2:27][C:26](=[O:28])[C:25]3[C:20](=[CH:21][CH:22]=[CH:23][CH:24]=3)[CH2:19]2)[CH3:13])=[CH:4][CH:3]=1.[H-].[H-].[H-].[H-].[Li+].[Al+3]. Product: [F:1][C:2]1[C:11]2[C:6](=[CH:7][CH:8]=[CH:9][CH:10]=2)[C:5]([C@H:12]([NH:14][CH2:15][CH2:16][CH2:17][C@@H:18]2[CH2:19][C:20]3[C:25](=[CH:24][CH:23]=[CH:22][CH:21]=3)[CH:26]([OH:28])[CH2:27]2)[CH3:13])=[CH:4][CH:3]=1. The catalyst class is: 12. (2) Reactant: [NH2:1][C:2]1[CH:3]=[C:4]2[C:10](=[CH:11][CH:12]=1)[CH:9]1[CH2:13][CH:5]2[CH2:6][N:7]([C:14](=[O:19])[C:15]([F:18])([F:17])[F:16])[CH2:8]1.Cl[C:21]1[N:26]=[C:25]([NH:27][CH2:28][C:29]2[C:30]([N:35]([CH3:40])[S:36]([CH3:39])(=[O:38])=[O:37])=[N:31][CH:32]=[CH:33][CH:34]=2)[C:24]([C:41]([F:44])([F:43])[F:42])=[CH:23][N:22]=1.COC1C(CCN)=CC(OC)=C([125I])C=1. Product: [CH3:40][N:35]([C:30]1[C:29]([CH2:28][NH:27][C:25]2[C:24]([C:41]([F:44])([F:42])[F:43])=[CH:23][N:22]=[C:21]([NH:1][C:2]3[CH:12]=[CH:11][C:10]4[CH:9]5[CH2:13][CH:5]([CH2:6][N:7]([C:14](=[O:19])[C:15]([F:18])([F:16])[F:17])[CH2:8]5)[C:4]=4[CH:3]=3)[N:26]=2)=[CH:34][CH:33]=[CH:32][N:31]=1)[S:36]([CH3:39])(=[O:37])=[O:38]. The catalyst class is: 12. (3) Reactant: [Cl:1][C:2]1[CH:10]=[CH:9][C:5]([C:6](O)=[O:7])=[CH:4][C:3]=1[C:11]1[C:16]([Cl:17])=[CH:15][C:14]([Cl:18])=[CH:13][N:12]=1.C(Cl)(=O)C([Cl:22])=O. Product: [Cl:1][C:2]1[CH:10]=[CH:9][C:5]([C:6]([Cl:22])=[O:7])=[CH:4][C:3]=1[C:11]1[C:16]([Cl:17])=[CH:15][C:14]([Cl:18])=[CH:13][N:12]=1. The catalyst class is: 59. (4) Reactant: [NH2:1][C:2]1[CH:3]=[CH:4][C:5]([O:12][CH:13]([C:21]2[CH:26]=[CH:25][C:24]([F:27])=[CH:23][CH:22]=2)[C:14]2[CH:19]=[CH:18][C:17]([F:20])=[CH:16][CH:15]=2)=[C:6]([CH:11]=1)[C:7]([O:9][CH3:10])=[O:8].[CH3:28][S:29][C:30]1[CH:35]=[CH:34][C:33]([N:36]=[C:37]=[O:38])=[CH:32][CH:31]=1.O. Product: [F:27][C:24]1[CH:25]=[CH:26][C:21]([CH:13]([C:14]2[CH:19]=[CH:18][C:17]([F:20])=[CH:16][CH:15]=2)[O:12][C:5]2[CH:4]=[CH:3][C:2]([NH:1][C:37]([NH:36][C:33]3[CH:34]=[CH:35][C:30]([S:29][CH3:28])=[CH:31][CH:32]=3)=[O:38])=[CH:11][C:6]=2[C:7]([O:9][CH3:10])=[O:8])=[CH:22][CH:23]=1. The catalyst class is: 1. (5) Reactant: [Br:1][C:2]1[CH:3]=[C:4]2[C:8](=[CH:9][CH:10]=1)[NH:7][CH2:6][CH2:5]2.Cl.[N:12]1[CH:17]=[CH:16][CH:15]=[CH:14][C:13]=1[CH2:18][C:19](O)=[O:20].F[P-](F)(F)(F)(F)F.N1(O[P+](N2CCCC2)(N2CCCC2)N2CCCC2)C2C=CC=CC=2N=N1.C(OCC)(=O)C. Product: [Br:1][C:2]1[CH:3]=[C:4]2[C:8](=[CH:9][CH:10]=1)[N:7]([C:19](=[O:20])[CH2:18][C:13]1[CH:14]=[CH:15][CH:16]=[CH:17][N:12]=1)[CH2:6][CH2:5]2. The catalyst class is: 35. (6) Reactant: [CH:1]1([CH2:4][O:5][C:6]2[CH:7]=[C:8]([C:16]3[N:25]([CH2:26][O:27][CH2:28][CH2:29][Si:30]([CH3:33])([CH3:32])[CH3:31])[C:19]4[CH:20]=[N:21][NH:22][C:23](=[O:24])[C:18]=4[C:17]=3[I:34])[CH:9]=[CH:10][C:11]=2[O:12][CH:13]([F:15])[F:14])[CH2:3][CH2:2]1.C(=O)([O-])[O-].[K+].[K+].[CH2:41](Br)[C:42]1[CH:47]=[CH:46][CH:45]=[CH:44][CH:43]=1.[H-].[Na+].[Cl-].[NH4+]. Product: [CH2:41]([N:22]1[C:23](=[O:24])[C:18]2[C:17]([I:34])=[C:16]([C:8]3[CH:9]=[CH:10][C:11]([O:12][CH:13]([F:14])[F:15])=[C:6]([O:5][CH2:4][CH:1]4[CH2:3][CH2:2]4)[CH:7]=3)[N:25]([CH2:26][O:27][CH2:28][CH2:29][Si:30]([CH3:31])([CH3:33])[CH3:32])[C:19]=2[CH:20]=[N:21]1)[C:42]1[CH:47]=[CH:46][CH:45]=[CH:44][CH:43]=1. The catalyst class is: 9.